Dataset: M1 muscarinic receptor antagonist screen with 61,756 compounds. Task: Binary Classification. Given a drug SMILES string, predict its activity (active/inactive) in a high-throughput screening assay against a specified biological target. (1) The drug is O(Cc1[nH]c(c(c1C(OCC)=O)C)C(OCC)=O)C(=O)CCCOc1ccccc1. The result is 0 (inactive). (2) The drug is S(CC(=O)N1CCOCC1)c1oc(nn1)CSc1nc(cc(n1)C)C. The result is 0 (inactive).